From a dataset of Full USPTO retrosynthesis dataset with 1.9M reactions from patents (1976-2016). Predict the reactants needed to synthesize the given product. (1) Given the product [Br:1][C:2]1[CH:3]=[CH:4][C:5]([C:8]([N:15]2[CH2:16][CH2:17][N:12]([CH3:11])[CH2:13][CH2:14]2)=[O:10])=[N:6][CH:7]=1, predict the reactants needed to synthesize it. The reactants are: [Br:1][C:2]1[CH:3]=[CH:4][C:5]([C:8]([OH:10])=O)=[N:6][CH:7]=1.[CH3:11][N:12]1[CH2:17][CH2:16][NH:15][CH2:14][CH2:13]1.C1C=CC2N(O)N=NC=2C=1.C(N(CC)CC)C. (2) Given the product [Br:25][C:23]1[CH:24]=[C:19]([NH:15][C:12]2[CH:13]=[CH:14][C:9]([N:5]3[CH2:6][CH2:7][CH2:8][N:2]([CH3:1])[CH2:3][CH2:4]3)=[CH:10][N:11]=2)[C:20](=[O:27])[N:21]([CH3:26])[CH:22]=1, predict the reactants needed to synthesize it. The reactants are: [CH3:1][N:2]1[CH2:8][CH2:7][CH2:6][N:5]([C:9]2[CH:10]=[N:11][C:12]([N+:15]([O-])=O)=[CH:13][CH:14]=2)[CH2:4][CH2:3]1.Br[C:19]1[C:20](=[O:27])[N:21]([CH3:26])[CH:22]=[C:23]([Br:25])[CH:24]=1.C(=O)([O-])[O-].[Cs+].[Cs+].CC1(C)C2C(=C(P(C3C=CC=CC=3)C3C=CC=CC=3)C=CC=2)OC2C(P(C3C=CC=CC=3)C3C=CC=CC=3)=CC=CC1=2. (3) Given the product [Cl:1][C:2]1[CH:39]=[CH:38][CH:37]=[CH:36][C:3]=1[O:4][C:5]1[CH2:9][N:8]([C@@H:10]([CH2:27][C:28]2[CH:33]=[CH:32][CH:31]=[CH:30][C:29]=2[Cl:34])[C:11]([NH:13][C:14]2[CH:18]=[CH:17][N:16]([CH2:19][C@@H:20]([OH:21])[CH2:24][OH:23])[N:15]=2)=[O:12])[C:7](=[O:35])[CH:6]=1, predict the reactants needed to synthesize it. The reactants are: [Cl:1][C:2]1[CH:39]=[CH:38][CH:37]=[CH:36][C:3]=1[O:4][C:5]1[CH2:9][N:8]([C@@H:10]([CH2:27][C:28]2[CH:33]=[CH:32][CH:31]=[CH:30][C:29]=2[Cl:34])[C:11]([NH:13][C:14]2[CH:18]=[CH:17][N:16]([CH2:19][C@@H:20]3[CH2:24][O:23]C(C)(C)[O:21]3)[N:15]=2)=[O:12])[C:7](=[O:35])[CH:6]=1.Cl.ClC1C=CC=CC=1OC1CN([C@@H](CC2C=CC(Cl)=CC=2)C(NC2C=CN(C[C@@H](O)CO)N=2)=O)C(=O)C=1. (4) Given the product [CH3:19][NH:1][CH2:2][CH2:3][CH:4]1[CH2:5][CH2:6][N:7]([C:10]([O:12][C:13]([CH3:16])([CH3:15])[CH3:14])=[O:11])[CH2:8][CH2:9]1, predict the reactants needed to synthesize it. The reactants are: [NH2:1][CH2:2][CH2:3][CH:4]1[CH2:9][CH2:8][N:7]([C:10]([O:12][C:13]([CH3:16])([CH3:15])[CH3:14])=[O:11])[CH2:6][CH2:5]1.C=O.[C:19](O[BH-](OC(=O)C)OC(=O)C)(=O)C.[Na+]. (5) Given the product [CH3:48][N:46]([CH3:47])[C:45]([C:15]1[CH:16]=[C:17]([C:20]2[CH:21]=[C:22]3[C:28]([C:29]4[CH:34]=[CH:33][CH:32]=[CH:31][C:30]=4[O:35][CH3:36])=[N:27][NH:26][C:23]3=[N:24][CH:25]=2)[CH:18]=[CH:19][C:14]=1[NH:13][C:12]([CH:9]1[CH2:10][CH2:11][NH:8]1)=[O:50])=[O:49], predict the reactants needed to synthesize it. The reactants are: C(OC([N:8]1[CH2:11][CH2:10][CH:9]1[C:12](=[O:50])[NH:13][C:14]1[CH:19]=[CH:18][C:17]([C:20]2[CH:21]=[C:22]3[C:28]([C:29]4[CH:34]=[CH:33][CH:32]=[CH:31][C:30]=4[O:35][CH3:36])=[N:27][N:26](COCC[Si](C)(C)C)[C:23]3=[N:24][CH:25]=2)=[CH:16][C:15]=1[C:45](=[O:49])[N:46]([CH3:48])[CH3:47])=O)(C)(C)C.C1(S)C=CC=CC=1.Cl. (6) Given the product [C:12]([C:16]1[CH:17]=[CH:18][C:19]([CH2:20][NH:21][CH2:25][CH2:24][C:8]2[CH:7]=[CH:6][C:5]([F:11])=[C:4]([CH:1]3[CH2:3][CH2:2]3)[CH:9]=2)=[CH:28][CH:29]=1)([CH3:14])([CH3:13])[CH3:15], predict the reactants needed to synthesize it. The reactants are: [CH:1]1([C:4]2[CH:9]=[C:8](I)[CH:7]=[CH:6][C:5]=2[F:11])[CH2:3][CH2:2]1.[C:12]([C:16]1[CH:29]=[CH:28][C:19]([CH2:20][N:21]2[CH2:25][CH2:24]OS2(=O)=O)=[CH:18][CH:17]=1)([CH3:15])([CH3:14])[CH3:13].